The task is: Predict the reactants needed to synthesize the given product.. This data is from Full USPTO retrosynthesis dataset with 1.9M reactions from patents (1976-2016). The reactants are: [CH3:1][Si:2]1([CH3:18])[CH2:7][CH:6]2[CH:4]([N:5]2[S:8]([C:11]2[CH:16]=[CH:15][C:14]([CH3:17])=[CH:13][CH:12]=2)(=[O:10])=[O:9])[CH2:3]1.[H-].[Al+3].[Li+].[H-].[H-].[H-]. Given the product [CH3:1][Si:2]1([CH3:18])[CH2:7][CH2:6][CH:4]([NH:5][S:8]([C:11]2[CH:16]=[CH:15][C:14]([CH3:17])=[CH:13][CH:12]=2)(=[O:10])=[O:9])[CH2:3]1, predict the reactants needed to synthesize it.